From a dataset of Full USPTO retrosynthesis dataset with 1.9M reactions from patents (1976-2016). Predict the reactants needed to synthesize the given product. (1) The reactants are: [CH2:1]([O:5][C:6](=[O:19])[C:7]1[CH:12]=[CH:11][C:10]([N:13]2[CH2:18][CH2:17][NH:16][CH2:15][CH2:14]2)=[CH:9][CH:8]=1)[CH2:2][CH2:3][CH3:4].[N:20]1([C:26]2[CH:34]=[CH:33][C:32]([N+:35]([O-:37])=[O:36])=[CH:31][C:27]=2[C:28](O)=[O:29])[CH2:25][CH2:24][O:23][CH2:22][CH2:21]1. Given the product [CH2:1]([O:5][C:6](=[O:19])[C:7]1[CH:8]=[CH:9][C:10]([N:13]2[CH2:14][CH2:15][N:16]([C:28](=[O:29])[C:27]3[CH:31]=[C:32]([N+:35]([O-:37])=[O:36])[CH:33]=[CH:34][C:26]=3[N:20]3[CH2:25][CH2:24][O:23][CH2:22][CH2:21]3)[CH2:17][CH2:18]2)=[CH:11][CH:12]=1)[CH2:2][CH2:3][CH3:4], predict the reactants needed to synthesize it. (2) Given the product [C:6]([C:9]1[S:10][CH:11]=[C:12]([N+:14]([O-:16])=[O:15])[CH:13]=1)(=[O:8])[CH3:7], predict the reactants needed to synthesize it. The reactants are: S(=O)(=O)(O)O.[C:6]([C:9]1[S:10][CH:11]=[CH:12][CH:13]=1)(=[O:8])[CH3:7].[N+:14]([O-])([OH:16])=[O:15]. (3) Given the product [OH:20][C:16]1[CH:17]=[C:18]2[C:13]([CH2:12][CH2:11][CH:10]([N:9]([CH2:21][CH2:22][CH3:23])[CH2:8][CH2:7][N:1]3[CH2:6][CH2:5][N:4]([C:33]([C:25]4[NH:24][C:32]5[C:27]([CH:26]=4)=[CH:28][CH:29]=[CH:30][CH:31]=5)=[O:34])[CH2:3][CH2:2]3)[CH2:19]2)=[CH:14][CH:15]=1, predict the reactants needed to synthesize it. The reactants are: [N:1]1([CH2:7][CH2:8][N:9]([CH2:21][CH2:22][CH3:23])[CH:10]2[CH2:19][C:18]3[CH:17]=[C:16]([OH:20])[CH:15]=[CH:14][C:13]=3[CH2:12][CH2:11]2)[CH2:6][CH2:5][NH:4][CH2:3][CH2:2]1.[NH:24]1[C:32]2[C:27](=[CH:28][CH:29]=[CH:30][CH:31]=2)[CH:26]=[C:25]1[C:33](O)=[O:34]. (4) The reactants are: [Cl:1][C:2]1[CH:7]=[CH:6][C:5]([C:8]2([C:12]([N:14]3[CH2:19][CH2:18][CH2:17][CH:16]([CH2:20][O:21][C:22]4[CH:27]=[CH:26][C:25]([F:28])=[CH:24][CH:23]=4)[CH2:15]3)=O)[CH2:11][CH2:10][CH2:9]2)=[CH:4][CH:3]=1.[H-].[Al+3].[Li+].[H-].[H-].[H-]. Given the product [Cl:1][C:2]1[CH:3]=[CH:4][C:5]([C:8]2([CH2:12][N:14]3[CH2:19][CH2:18][CH2:17][CH:16]([CH2:20][O:21][C:22]4[CH:23]=[CH:24][C:25]([F:28])=[CH:26][CH:27]=4)[CH2:15]3)[CH2:9][CH2:10][CH2:11]2)=[CH:6][CH:7]=1, predict the reactants needed to synthesize it. (5) Given the product [F:1][C:2]1[CH:3]=[CH:4][C:5]([N:8]2[C:16]3[CH:15]=[C:14]4[CH2:17][CH2:18][C@H:19]5[C:24]([C@@:13]4([CH3:34])[CH2:12][C:11]=3[CH:10]=[N:9]2)=[CH:23][CH2:22][C@@H:21]([C:25]([F:28])([F:26])[F:27])[C@@H:20]5[C:29]([OH:31])=[O:30])=[CH:6][CH:7]=1, predict the reactants needed to synthesize it. The reactants are: [F:1][C:2]1[CH:7]=[CH:6][C:5]([N:8]2[C:16]3[CH:15]=[C:14]4[CH2:17][CH2:18][C@H:19]5[C:24]([C@@:13]4([CH3:34])[CH2:12][C:11]=3[CH:10]=[N:9]2)=[CH:23][CH2:22][C@@H:21]([C:25]([F:28])([F:27])[F:26])[C@@H:20]5[C:29]([O:31]CC)=[O:30])=[CH:4][CH:3]=1.CO.O.O[Li].O. (6) Given the product [CH3:27][C:26]1[CH:25]=[C:24]([CH3:28])[NH:23][C:22](=[O:29])[C:21]=1[CH2:20][NH:19][C:17]([C:4]1[C:5]2[CH:10]=[N:9][N:8]([CH:11]3[CH2:16][CH2:15][O:14][CH2:13][CH2:12]3)[C:6]=2[N:7]=[C:2]([C:35]2[CH2:34][C:33]([CH3:47])([CH3:46])[NH:32][C:31]([CH3:48])([CH3:30])[CH:36]=2)[CH:3]=1)=[O:18], predict the reactants needed to synthesize it. The reactants are: Br[C:2]1[CH:3]=[C:4]([C:17]([NH:19][CH2:20][C:21]2[C:22](=[O:29])[NH:23][C:24]([CH3:28])=[CH:25][C:26]=2[CH3:27])=[O:18])[C:5]2[CH:10]=[N:9][N:8]([CH:11]3[CH2:16][CH2:15][O:14][CH2:13][CH2:12]3)[C:6]=2[N:7]=1.[CH3:30][C:31]1([CH3:48])[CH2:36][C:35](B2OC(C)(C)C(C)(C)O2)=[CH:34][C:33]([CH3:47])([CH3:46])[NH:32]1.C([O-])([O-])=O.[Na+].[Na+].CCOC(C)=O.